Task: Predict the reaction yield, written as a fraction of the theoretical maximum amount of product (1.0 means a 100% yield; for example, 0.34 means a 34% yield).. Dataset: Reaction yield outcomes from USPTO patents with 853,638 reactions (1) The reactants are [CH2:1]([NH:3][C:4]1[C:5]([CH3:26])=[C:6]([C:23]([OH:25])=O)[CH:7]=[C:8]([C:10]2[CH:15]=[CH:14][C:13]([CH2:16][N:17]3[CH2:22][CH2:21][O:20][CH2:19][CH2:18]3)=[CH:12][CH:11]=2)[CH:9]=1)[CH3:2].[NH2:27][CH2:28][C:29]1[C:30](=[O:37])[NH:31][C:32]([CH3:36])=[CH:33][C:34]=1[CH3:35].C1CN([P+](ON2N=NC3C=CC=CC2=3)(N2CCCC2)N2CCCC2)CC1.F[P-](F)(F)(F)(F)F. The catalyst is CS(C)=O. The product is [CH3:35][C:34]1[CH:33]=[C:32]([CH3:36])[NH:31][C:30](=[O:37])[C:29]=1[CH2:28][NH:27][C:23]([C:6]1[CH:7]=[C:8]([C:10]2[CH:15]=[CH:14][C:13]([CH2:16][N:17]3[CH2:22][CH2:21][O:20][CH2:19][CH2:18]3)=[CH:12][CH:11]=2)[CH:9]=[C:4]([NH:3][CH2:1][CH3:2])[C:5]=1[CH3:26])=[O:25]. The yield is 0.240. (2) The reactants are [CH3:1][O:2][C:3](=[O:32])[C:4]1[CH:9]=[C:8]([O:10][CH:11]([CH3:13])[CH3:12])[CH:7]=[C:6]([C:14](=O)[C:15]2[CH:20]=[CH:19][C:18]([P:21]([O:27][CH:28]([CH3:30])[CH3:29])([O:23][CH:24]([CH3:26])[CH3:25])=[O:22])=[CH:17][CH:16]=2)[CH:5]=1.[BH4-].[Na+]. The catalyst is CO. The product is [CH3:1][O:2][C:3](=[O:32])[C:4]1[CH:9]=[C:8]([O:10][CH:11]([CH3:12])[CH3:13])[CH:7]=[C:6]([CH2:14][C:15]2[CH:20]=[CH:19][C:18]([P:21]([O:23][CH:24]([CH3:26])[CH3:25])([O:27][CH:28]([CH3:29])[CH3:30])=[O:22])=[CH:17][CH:16]=2)[CH:5]=1. The yield is 1.00. (3) The reactants are [CH3:1][NH:2][C:3]1[CH:4]=[N:5][C:6]([N:16]2[CH2:21][CH2:20][N:19]([CH3:22])[CH2:18][CH2:17]2)=[CH:7][C:8]=1[C:9]1[CH:14]=[CH:13][CH:12]=[CH:11][C:10]=1[CH3:15].C(N(C(C)C)C(C)C)C.[F:32][C:33]([F:51])([F:50])[C:34]1[CH:35]=[C:36]([C:44]([CH3:49])([CH3:48])[C:45](Cl)=[O:46])[CH:37]=[C:38]([C:40]([F:43])([F:42])[F:41])[CH:39]=1.C(=O)(O)[O-].[Na+]. The catalyst is ClCCl. The product is [F:32][C:33]([F:51])([F:50])[C:34]1[CH:35]=[C:36]([C:44]([CH3:49])([CH3:48])[C:45]([N:2]([CH3:1])[C:3]2[CH:4]=[N:5][C:6]([N:16]3[CH2:17][CH2:18][N:19]([CH3:22])[CH2:20][CH2:21]3)=[CH:7][C:8]=2[C:9]2[CH:14]=[CH:13][CH:12]=[CH:11][C:10]=2[CH3:15])=[O:46])[CH:37]=[C:38]([C:40]([F:43])([F:42])[F:41])[CH:39]=1. The yield is 0.810. (4) The yield is 0.619. The catalyst is CN(C1C=CN=CC=1)C.C(Cl)Cl.Cl. The product is [Cl:1][C:2]1[CH:3]=[N+:4]([O-:27])[CH:5]=[C:6]([Cl:26])[C:7]=1[CH2:8][C@@H:9]([C:11]1[CH:16]=[CH:15][C:14]([O:17][CH:18]([F:20])[F:19])=[C:13]([O:21][CH2:22][CH:23]2[CH2:25][CH2:24]2)[CH:12]=1)[O:10][C:43](=[O:44])[CH2:42][O:41][S:38]([C:32]1[CH:33]=[CH:34][C:35]([O:36][CH3:37])=[C:30]([O:29][CH3:28])[CH:31]=1)(=[O:40])=[O:39]. The reactants are [Cl:1][C:2]1[CH:3]=[N+:4]([O-:27])[CH:5]=[C:6]([Cl:26])[C:7]=1[CH2:8][C@@H:9]([C:11]1[CH:16]=[CH:15][C:14]([O:17][CH:18]([F:20])[F:19])=[C:13]([O:21][CH2:22][CH:23]2[CH2:25][CH2:24]2)[CH:12]=1)[OH:10].[CH3:28][O:29][C:30]1[CH:31]=[C:32]([S:38]([O:41][CH2:42][C:43](O)=[O:44])(=[O:40])=[O:39])[CH:33]=[CH:34][C:35]=1[O:36][CH3:37].C(Cl)CCl. (5) The product is [N:8]1[CH:13]=[CH:12][CH:11]=[C:10]([CH2:14][NH:15][C:43]([C:42]2[CH:41]=[CH:40][C:39]([C:35]3[O:36][C:37]([CH3:38])=[C:33]([CH2:32][S:29]([CH:26]4[CH2:27][CH2:28][N:23]([C:21]([O:20][C:16]([CH3:18])([CH3:17])[CH3:19])=[O:22])[CH2:24][CH2:25]4)(=[O:30])=[O:31])[N:34]=3)=[CH:47][CH:46]=2)=[O:44])[CH:9]=1. The yield is 0.930. The reactants are C(N(CC)CC)C.[N:8]1[CH:13]=[CH:12][CH:11]=[C:10]([CH2:14][NH2:15])[CH:9]=1.[C:16]([O:20][C:21]([N:23]1[CH2:28][CH2:27][CH:26]([S:29]([CH2:32][C:33]2[N:34]=[C:35]([C:39]3[CH:47]=[CH:46][C:42]([C:43](O)=[O:44])=[CH:41][CH:40]=3)[O:36][C:37]=2[CH3:38])(=[O:31])=[O:30])[CH2:25][CH2:24]1)=[O:22])([CH3:19])([CH3:18])[CH3:17].CCN=C=NCCCN(C)C.C1C=CC2N(O)N=NC=2C=1. The catalyst is CN(C)C=O. (6) The reactants are Cl.IC1C=CNC(=O)C=1[C:10]1[NH:11][C:12]2[C:20]([N:21]=1)=[C:19]([CH3:22])[C:18]1[C:17](=[O:23])[N:16]([CH:24]3[CH2:29][CH2:28][N:27]([CH3:30])[CH2:26][CH2:25]3)[C:15](=[O:31])[C:14]=1[CH:13]=2.Cl.Cl[C:34]1[CH:39]=[CH:38][NH:37][C:36](=[O:40])[C:35]=1C1NC2C(N=1)=C(C)C1C(=O)N(C3CCN(C)CC3)C(=O)C=1C=2.[NH2:63][CH2:64][C@@H:65]([OH:76])[CH2:66][O:67][C:68]1[CH:73]=[CH:72][C:71]([CH3:74])=[CH:70][C:69]=1[CH3:75].CCN(CC)CC. The catalyst is CCO. The product is [CH3:75][C:69]1[CH:70]=[C:71]([CH3:74])[CH:72]=[CH:73][C:68]=1[O:67][CH2:66][C@H:65]([OH:76])[CH2:64][NH:63][C:34]1[CH:39]=[CH:38][NH:37][C:36](=[O:40])[C:35]=1[N:11]1[C:12]2[C:20](=[C:19]([CH3:22])[C:18]3[C:17](=[O:23])[N:16]([CH:24]4[CH2:29][CH2:28][N:27]([CH3:30])[CH2:26][CH2:25]4)[C:15](=[O:31])[C:14]=3[CH:13]=2)[N:21]=[CH:10]1. The yield is 0.570. (7) The reactants are [C:1]([O:5][C:6]([N:8]1[CH2:12][CH:11]([F:13])[C:10]([CH3:15])([CH3:14])[CH:9]1[CH:16]=[CH:17][C:18]([O:20][CH2:21][CH3:22])=[O:19])=[O:7])([CH3:4])([CH3:3])[CH3:2]. The catalyst is [Pd].CO. The product is [C:1]([O:5][C:6]([N:8]1[CH2:12][CH:11]([F:13])[C:10]([CH3:14])([CH3:15])[CH:9]1[CH2:16][CH2:17][C:18]([O:20][CH2:21][CH3:22])=[O:19])=[O:7])([CH3:4])([CH3:2])[CH3:3]. The yield is 0.994.